From a dataset of Forward reaction prediction with 1.9M reactions from USPTO patents (1976-2016). Predict the product of the given reaction. (1) Given the reactants [C:1]([C:3](=[C:7](SC)SC)[C:4]([NH2:6])=[O:5])#[N:2].[NH2:12][C:13]1[CH:21]=[CH:20][C:16]([C:17]([NH2:19])=[O:18])=[CH:15][CH:14]=1.O.[NH2:23][NH2:24], predict the reaction product. The product is: [NH2:2][C:1]1[NH:24][N:23]=[C:7]([NH:12][C:13]2[CH:21]=[CH:20][C:16]([C:17](=[O:18])[NH2:19])=[CH:15][CH:14]=2)[C:3]=1[C:4]([NH2:6])=[O:5]. (2) Given the reactants P(Cl)(Cl)(Cl)=O.Cl.[N:7]1[CH:12]=[CH:11][CH:10]=[C:9]([CH2:13][N:14]2[CH2:18][CH2:17][CH2:16][C:15]2=O)[CH:8]=1.[NH2:20][C:21]1[CH:28]=[CH:27][C:26]([Br:29])=[CH:25][C:22]=1[C:23]#[N:24].[OH-].[Na+], predict the reaction product. The product is: [Br:29][C:26]1[CH:27]=[CH:28][C:21]([N:20]=[C:15]2[CH2:16][CH2:17][CH2:18][N:14]2[CH2:13][C:9]2[CH:8]=[N:7][CH:12]=[CH:11][CH:10]=2)=[C:22]([CH:25]=1)[C:23]#[N:24].